This data is from Reaction yield outcomes from USPTO patents with 853,638 reactions. The task is: Predict the reaction yield, written as a fraction of the theoretical maximum amount of product (1.0 means a 100% yield; for example, 0.34 means a 34% yield). (1) The reactants are [I-].C1([P+](C2C=CC=CC=2)(C2C=CC=CC=2)[CH2:9][CH2:10][C:11]([F:14])([F:13])[F:12])C=CC=CC=1.CC(C)([O-])C.[K+].[NH2:33][C:34]1[N:39]=[C:38]([N:40]([CH3:47])[C:41]2[CH:46]=[CH:45][CH:44]=[CH:43][CH:42]=2)[N:37]=[C:36]([C:48]2[N:52]=[C:51]([N:53]3[CH2:58][CH2:57][C:56](=O)[CH2:55][CH2:54]3)[O:50][N:49]=2)[N:35]=1. The catalyst is O1CCOCC1.C(Cl)Cl. The product is [CH3:47][N:40]([C:41]1[CH:46]=[CH:45][CH:44]=[CH:43][CH:42]=1)[C:38]1[N:39]=[C:34]([NH2:33])[N:35]=[C:36]([C:48]2[N:52]=[C:51]([N:53]3[CH2:54][CH2:55][C:56](=[CH:9][CH2:10][C:11]([F:14])([F:13])[F:12])[CH2:57][CH2:58]3)[O:50][N:49]=2)[N:37]=1. The yield is 0.120. (2) The product is [Br:1][C:2]1[CH:7]=[CH:6][C:5]([C:8]([N:10]2[CH2:11][CH2:12][O:13][CH2:14][CH2:15]2)=[O:9])=[C:4]([CH:3]=1)[CH2:16][N:22]1[C:18](=[O:28])[C:19]2[C:20](=[CH:24][CH:25]=[CH:26][CH:27]=2)[C:21]1=[O:23]. The catalyst is C1COCC1.O. The reactants are [Br:1][C:2]1[CH:7]=[CH:6][C:5]([C:8]([N:10]2[CH2:15][CH2:14][O:13][CH2:12][CH2:11]2)=[O:9])=[C:4]([CH2:16]O)[CH:3]=1.[C:18]1(=[O:28])[NH:22][C:21](=[O:23])[C:20]2=[CH:24][CH:25]=[CH:26][CH:27]=[C:19]12.C1(P(C2C=CC=CC=2)C2C=CC=CC=2)C=CC=CC=1.CCOC(/N=N/C(OCC)=O)=O. The yield is 0.390. (3) The reactants are Cl[C:2]1[N:7]=[CH:6][N:5]=[C:4]([NH2:8])[C:3]=1[C:9]1[N:10]=[N:11][N:12]([CH3:14])[N:13]=1.[NH2:15][C@H:16]([C:18]1[N:19]([C:30]2[CH:35]=[CH:34][CH:33]=[CH:32][CH:31]=2)[C:20](=[O:29])[C:21]2[C:26]([CH:27]=1)=[CH:25][CH:24]=[CH:23][C:22]=2[Cl:28])[CH3:17].CCN(C(C)C)C(C)C.CCOC(C)=O. The catalyst is CCCCO. The product is [NH2:8][C:4]1[N:5]=[CH:6][N:7]=[C:2]([NH:15][C@H:16]([C:18]2[N:19]([C:30]3[CH:35]=[CH:34][CH:33]=[CH:32][CH:31]=3)[C:20](=[O:29])[C:21]3[C:26]([CH:27]=2)=[CH:25][CH:24]=[CH:23][C:22]=3[Cl:28])[CH3:17])[C:3]=1[C:9]1[N:10]=[N:11][N:12]([CH3:14])[N:13]=1. The yield is 0.521.